Predict which catalyst facilitates the given reaction. From a dataset of Catalyst prediction with 721,799 reactions and 888 catalyst types from USPTO. (1) Reactant: [F:1][C:2]1[CH:7]=[C:6]([CH3:8])[CH:5]=[CH:4][N:3]=1.[F:9][C:10]1[CH:20]=[CH:19][C:13]([C:14](OCC)=[O:15])=[CH:12][CH:11]=1.C[Si]([N-][Si](C)(C)C)(C)C.[Na+].CCOC(C)=O. Product: [F:9][C:10]1[CH:20]=[CH:19][C:13]([C:14](=[O:15])[CH2:8][C:6]2[CH:5]=[CH:4][N:3]=[C:2]([F:1])[CH:7]=2)=[CH:12][CH:11]=1. The catalyst class is: 1. (2) Reactant: Cl[C:2]1[N:7]=[N:6][C:5]([CH2:8][C:9]2[CH:10]=[CH:11][C:12]([F:17])=[C:13]([CH:16]=2)[C:14]#[N:15])=[C:4]([CH3:18])[C:3]=1[CH3:19].CC([O-])=[O:22].[Na+]. Product: [CH3:18][C:4]1[C:5]([CH2:8][C:9]2[CH:10]=[CH:11][C:12]([F:17])=[C:13]([CH:16]=2)[C:14]#[N:15])=[N:6][NH:7][C:2](=[O:22])[C:3]=1[CH3:19]. The catalyst class is: 15.